This data is from Catalyst prediction with 721,799 reactions and 888 catalyst types from USPTO. The task is: Predict which catalyst facilitates the given reaction. (1) Reactant: [F:1][CH:2]([F:11])[O:3][C:4]1[C:5]([OH:10])=[N:6][CH:7]=[CH:8][CH:9]=1.C([O-])(=O)C.[Na+].[Br:17]Br. Product: [Br:17][C:8]1[CH:9]=[C:4]([O:3][CH:2]([F:1])[F:11])[C:5]([OH:10])=[N:6][CH:7]=1. The catalyst class is: 15. (2) Reactant: [OH:1][C:2](/[C:5](=[CH:11]/[I:12])/[C:6](OCC)=[O:7])([CH3:4])[CH3:3].[H-].[Al+3].[Li+].[H-].[H-].[H-]. Product: [OH:1][C:2](/[C:5](=[CH:11]/[I:12])/[CH2:6][OH:7])([CH3:4])[CH3:3]. The catalyst class is: 28. (3) Reactant: [OH:1][C@H:2]1[CH2:6][CH2:5][N:4]([C:7](=[O:28])[C@@H:8]([NH:15][S:16]([C:19]2[CH:24]=[CH:23][CH:22]=[CH:21][C:20]=2[N+:25]([O-:27])=[O:26])(=[O:18])=[O:17])[C:9]2[CH:14]=[CH:13][CH:12]=[CH:11][CH:10]=2)[CH2:3]1.C(=O)([O-])[O-].[K+].[K+].[CH2:35](Br)[CH:36]=[CH2:37].O. Product: [CH2:37]([N:15]([C@@H:8]([C:9]1[CH:14]=[CH:13][CH:12]=[CH:11][CH:10]=1)[C:7]([N:4]1[CH2:5][CH2:6][C@H:2]([OH:1])[CH2:3]1)=[O:28])[S:16]([C:19]1[CH:24]=[CH:23][CH:22]=[CH:21][C:20]=1[N+:25]([O-:27])=[O:26])(=[O:18])=[O:17])[CH:36]=[CH2:35]. The catalyst class is: 9. (4) Reactant: [CH3:1][O:2][N:3]=[C:4]1[C:8]([CH2:11]OS(C)(=O)=O)([CH2:9][OH:10])[CH2:7][N:6]([CH2:17][C:18]2[CH:23]=[CH:22][CH:21]=[CH:20][CH:19]=2)[CH2:5]1.[N-:24]=[N+:25]=[N-:26].[Na+]. Product: [CH3:1][O:2][N:3]=[C:4]1[C:8]([CH2:11][N:24]=[N+:25]=[N-:26])([CH2:9][OH:10])[CH2:7][N:6]([CH2:17][C:18]2[CH:23]=[CH:22][CH:21]=[CH:20][CH:19]=2)[CH2:5]1. The catalyst class is: 9. (5) Reactant: [OH:1][C@@:2]1(/[CH:12]=[CH:13]/[C:14](/[CH3:20])=[CH:15]\[C:16]([O:18][CH3:19])=[O:17])[C:7]([CH3:9])([CH3:8])[CH2:6][C:5](=[O:10])[CH:4]=[C:3]1[CH3:11].C[Si](C)(C)N[Si](C)(C)C.[Li].I[CH2:32][CH3:33]. Product: [CH2:32]([C:4]1[C:5](=[O:10])[CH2:6][C:7]([CH3:9])([CH3:8])[C@:2](/[CH:12]=[CH:13]/[C:14](/[CH3:20])=[CH:15]\[C:16]([O:18][CH3:19])=[O:17])([OH:1])[C:3]=1[CH3:11])[CH3:33]. The catalyst class is: 7. (6) Reactant: Br[C:2]1[CH:7]=[C:6]([CH2:8][C:9]2[CH:14]=[CH:13][CH:12]=[CH:11][N:10]=2)[CH:5]=[C:4]([CH2:15][C:16]2[CH:21]=[CH:20][CH:19]=[CH:18][N:17]=2)[CH:3]=1.C(N(CC)CC)C.[CH:29]([O:31]CCCC)=[CH2:30].C([O-])(=O)C.[Tl+].C1(P(C2C=CC=CC=2)CCCP(C2C=CC=CC=2)C2C=CC=CC=2)C=CC=CC=1. Product: [N:17]1[CH:18]=[CH:19][CH:20]=[CH:21][C:16]=1[CH2:15][C:4]1[CH:3]=[C:2]([C:29](=[O:31])[CH3:30])[CH:7]=[C:6]([CH2:8][C:9]2[CH:14]=[CH:13][CH:12]=[CH:11][N:10]=2)[CH:5]=1. The catalyst class is: 274.